This data is from Full USPTO retrosynthesis dataset with 1.9M reactions from patents (1976-2016). The task is: Predict the reactants needed to synthesize the given product. Given the product [CH2:1]([C:5]1[N:6]([C:21]2[CH:22]=[CH:23][C:24]([O:27][C:28]3[CH:33]=[CH:32][C:31]([Cl:34])=[CH:30][CH:29]=3)=[CH:25][CH:26]=2)[CH:7]=[C:8]([C:10]2[CH:11]=[CH:12][C:13]([O:16][CH2:17][C@@H:18]([OH:19])[CH2:20][N:36]([CH3:37])[CH3:35])=[CH:14][CH:15]=2)[N:9]=1)[CH2:2][CH2:3][CH3:4], predict the reactants needed to synthesize it. The reactants are: [CH2:1]([C:5]1[N:6]([C:21]2[CH:26]=[CH:25][C:24]([O:27][C:28]3[CH:33]=[CH:32][C:31]([Cl:34])=[CH:30][CH:29]=3)=[CH:23][CH:22]=2)[CH:7]=[C:8]([C:10]2[CH:15]=[CH:14][C:13]([O:16][CH2:17][C@@H:18]3[CH2:20][O:19]3)=[CH:12][CH:11]=2)[N:9]=1)[CH2:2][CH2:3][CH3:4].[CH3:35][NH:36][CH3:37].